This data is from Forward reaction prediction with 1.9M reactions from USPTO patents (1976-2016). The task is: Predict the product of the given reaction. Given the reactants [F:1][S:2]([F:13])([F:12])([F:11])([F:10])[C:3]1[CH:9]=[CH:8][C:6](N)=[CH:5][CH:4]=1.[OH:14]S(O)(=O)=O.N([O-])=O.[Na+], predict the reaction product. The product is: [F:1][S:2]([F:13])([F:12])([F:11])([F:10])[C:3]1[CH:9]=[CH:8][C:6]([OH:14])=[CH:5][CH:4]=1.